Dataset: Peptide-MHC class I binding affinity with 185,985 pairs from IEDB/IMGT. Task: Regression. Given a peptide amino acid sequence and an MHC pseudo amino acid sequence, predict their binding affinity value. This is MHC class I binding data. (1) The peptide sequence is LSPLCITM. The MHC is Mamu-A02 with pseudo-sequence Mamu-A02. The binding affinity (normalized) is 0.463. (2) The peptide sequence is SEGKDTPGGY. The MHC is HLA-B44:03 with pseudo-sequence HLA-B44:03. The binding affinity (normalized) is 0.310. (3) The peptide sequence is LEGLADAIW. The MHC is HLA-A25:01 with pseudo-sequence HLA-A25:01. The binding affinity (normalized) is 0.0847. (4) The peptide sequence is LNYVIHKLF. The MHC is H-2-Kb with pseudo-sequence H-2-Kb. The binding affinity (normalized) is 0.263. (5) The peptide sequence is TYLYNKYSF. The binding affinity (normalized) is 0.0847. The MHC is HLA-A26:03 with pseudo-sequence HLA-A26:03. (6) The peptide sequence is RVYLQGHGY. The MHC is HLA-B48:01 with pseudo-sequence HLA-B48:01. The binding affinity (normalized) is 0.0847. (7) The peptide sequence is QTDNDIWFW. The MHC is HLA-A02:12 with pseudo-sequence HLA-A02:12. The binding affinity (normalized) is 0.0847. (8) The peptide sequence is YYADSVKGRF. The MHC is HLA-A23:01 with pseudo-sequence HLA-A23:01. The binding affinity (normalized) is 0.706.